From a dataset of Experimentally validated miRNA-target interactions with 360,000+ pairs, plus equal number of negative samples. Binary Classification. Given a miRNA mature sequence and a target amino acid sequence, predict their likelihood of interaction. (1) The miRNA is hsa-miR-3689b-3p with sequence CUGGGAGGUGUGAUAUUGUGGU. The protein sequence of the target gene is MSFLFGSRSSKTFKPKKNIPEGSHQYELLKHAEATLGSGNLRMAVMLPEGEDLNEWVAVNTVDFFNQINMLYGTITDFCTEESCPVMSAGPKYEYHWADGTNIKKPIKCSAPKYIDYLMTWVQDQLDDETLFPSKIGVPFPKNFMSVAKTILKRLFRVYAHIYHQHFDPVIQLQEEAHLNTSFKHFIFFVQEFNLIDRRELAPLQELIEKLTSKDR. Result: 1 (interaction). (2) The miRNA is hsa-miR-548ad-3p with sequence GAAAACGACAAUGACUUUUGCA. The protein sequence of the target gene is MSSIGTGYDLSASTFSPDGRVFQVEYAMKAVENSSTAIGIRCKDGVVFGVEKLVLSKLYEEGSNKRLFNVDRHVGMAVAGLLADARSLADIAREEASNFRSNFGYNIPLKHLADRVAMYVHAYTLYSAVRPFGCSFMLGSYSVNDGAQLYMIDPSGVSYGYWGCAIGKARQAAKTEIEKLQMKEMTCRDIVKEVAKIIYIVHDEVKDKAFELELSWVGELTNGRHEIVPKDIREEAEKYAKESLKEEDESDDDNM. Result: 0 (no interaction). (3) The miRNA is hsa-miR-6885-3p with sequence CUUUGCUUCCUGCUCCCCUAG. The protein sequence of the target gene is MLPAALLRRPGLGRLVRHARAYAEAAAAPAAASGPNQMSFTFASPTQVFFNGANVRQVDVPTLTGAFGILAAHVPTLQVLRPGLVVVHAEDGTTSKYFVSSGSIAVNADSSVQLLAEEAVTLDMLDLGAAKANLEKAQAELVGTADEATRAEIQIRIEANEALVKALE. Result: 0 (no interaction). (4) The miRNA is dme-bantam-3p with sequence UGAGAUCAUUUUGAAAGCUGAUU. The protein sequence of the target gene is MSARLPVLSPPRWPRLLLLSLLLLGAVPGPRRSGAFYLPGLAPVNFCDEEKKSDECKAEIELFVNRLDSVESVLPYEYTAFDFCQASEGKRPSENLGQVLFGERIEPSPYKFTFNKKETCKLVCTKTYHTEKAEDKQKLEFLKKSMLLNYQHHWIVDNMPVTWCYDVEDGQRFCNPGFPIGCYITDKGHAKDACVISSDFHERDTFYIFNHVDIKIYYHVVETGSMGARLVAAKLEPKSFKHTHIDKPDCSGPPMDISNKASGEIKIAYTYSVSFEEDDKIRWASRWDYILESMPHTHIQ.... Result: 0 (no interaction). (5) The miRNA is hsa-miR-4487 with sequence AGAGCUGGCUGAAGGGCAG. The protein sequence of the target gene is MRLGLCVVALVLSWTHLTISSRGIKGKRQRRISAEGSQACAKGCELCSEVNGCLKCSPKLFILLERNDIRQVGVCLPSCPPGYFDARNPDMNKCIKCKIEHCEACFSHNFCTKCKEGLYLHKGRCYPACPEGSSAANGTMECSSPAQCEMSEWSPWGPCSKKQQLCGFRRGSEERTRRVLHAPVGDHAACSDTKETRRCTVRRVPCPEGQKRRKGGQGRRENANRNLARKESKEAGAGSRRRKGQQQQQQQGTVGPLTSAGPA. Result: 0 (no interaction). (6) The protein sequence of the target gene is MAGAGRGAAVSRVQAGPGSPRRARGRQQVQPLGKQRPAPWPGLRSKEKKKVNCKPKNQDEQEIPFRLREIMRSRQEMKNPISNKKRKKAAQVTFRKTLEKEAKGEEPDIAVPKFKQRKGESDGAYIHRMQQEAQHVLFLSKNQAIRQPEVQAAPKEKSEQKKAKKAFQKRRLDKVRRKKEEKAADRLEQELLRDTVKFGEVVLQPPELTARPQRSVSKDQPGRRSQMLRMLLSPGGVSQPLTASLARQRIVEEERERAVQAYRALKQRQQQLHGERPHLTSRKKPEPQL. The miRNA is hsa-miR-5693 with sequence GCAGUGGCUCUGAAAUGAACUC. Result: 0 (no interaction). (7) The miRNA is mmu-miR-181c-3p with sequence ACCAUCGACCGUUGAGUGGACC. The protein sequence of the target gene is MSWLFPLAKSASSSAAGSPAGLTSLQQQKQRLIESLRNSHSSIAEIQKDVEYRLPFTVNNLTININILLPPQFPQEKPVISVYPPIRHHLMDSQGLYVTSPLVSNFTMHSDLGKIIQSLLDEFWKNPPVLAPTSTTFPYLYSNPGGMPPYPSQGFPFLPPYPPPEANRNITSLSVADTVSSSTTSYTAAKPVAPSFGILSSLPLPVPTTESSASVNQNGFGYKMPDIPDAFPELSELSVSQLTDMNEQEEVLLEQFLMLPQLKQIITDKEDLVKNIEELARKNLLLEHSLEGKRQTVLDK.... Result: 0 (no interaction).